This data is from Full USPTO retrosynthesis dataset with 1.9M reactions from patents (1976-2016). The task is: Predict the reactants needed to synthesize the given product. (1) Given the product [Br:36][CH2:14][C:6]1[CH:7]=[C:8]([C:10]([F:13])([F:12])[F:11])[CH:9]=[C:4]([N+:1]([O-:3])=[O:2])[CH:5]=1, predict the reactants needed to synthesize it. The reactants are: [N+:1]([C:4]1[CH:5]=[C:6]([CH2:14]O)[CH:7]=[C:8]([C:10]([F:13])([F:12])[F:11])[CH:9]=1)([O-:3])=[O:2].C1C=CC(P(C2C=CC=CC=2)C2C=CC=CC=2)=CC=1.C(Br)(Br)(Br)[Br:36]. (2) Given the product [F:24][C:25]1[CH:30]=[C:29]([C:2]2[CH:3]=[C:4]3[C:11]4([O:15][N:14]([CH3:16])[C:13]([NH2:17])=[N:12]4)[CH2:10][CH:9]([CH:18]4[CH2:23][CH2:22][CH2:21][O:20][CH2:19]4)[O:8][C:5]3=[CH:6][CH:7]=2)[CH:28]=[CH:27][CH:26]=1, predict the reactants needed to synthesize it. The reactants are: Br[C:2]1[CH:3]=[C:4]2[C:11]3([O:15][N:14]([CH3:16])[C:13]([NH2:17])=[N:12]3)[CH2:10][CH:9]([CH:18]3[CH2:23][CH2:22][CH2:21][O:20][CH2:19]3)[O:8][C:5]2=[CH:6][CH:7]=1.[F:24][C:25]1[CH:26]=[C:27](B(O)O)[CH:28]=[CH:29][CH:30]=1. (3) Given the product [F:15][C:2]([F:1])([F:14])[C:3]1[N:4]=[CH:5][C:6]([CH:9]=[O:10])=[CH:7][N:8]=1, predict the reactants needed to synthesize it. The reactants are: [F:1][C:2]([F:15])([F:14])[C:3]1[N:8]=[CH:7][C:6]([C:9](OCC)=[O:10])=[CH:5][N:4]=1.CC(C[AlH]CC(C)C)C. (4) Given the product [Cl:8][C:9]1[CH:14]=[CH:13][C:12]([C:15]2[CH:20]=[CH:19][C:18]([NH:21][CH2:22][C:23]3[CH:28]=[CH:27][C:26]([C:29]([F:30])([F:32])[F:31])=[CH:25][C:24]=3[C:33]3[CH:34]=[CH:35][C:36]([C:39]([NH:41][CH2:42][CH2:43][C:44]([OH:46])=[O:45])=[O:40])=[N:37][CH:38]=3)=[CH:17][CH:16]=2)=[C:11]([CH3:49])[CH:10]=1, predict the reactants needed to synthesize it. The reactants are: [OH-].[Na+].C1COCC1.[Cl:8][C:9]1[CH:14]=[CH:13][C:12]([C:15]2[CH:20]=[CH:19][C:18]([NH:21][CH2:22][C:23]3[CH:28]=[CH:27][C:26]([C:29]([F:32])([F:31])[F:30])=[CH:25][C:24]=3[C:33]3[CH:34]=[CH:35][C:36]([C:39]([NH:41][CH2:42][CH2:43][C:44]([O:46]CC)=[O:45])=[O:40])=[N:37][CH:38]=3)=[CH:17][CH:16]=2)=[C:11]([CH3:49])[CH:10]=1. (5) Given the product [O:1]([C:8]1[CH:16]=[CH:15][C:14]([I:17])=[C:13]2[C:9]=1[CH2:10][NH:11][C:12]2=[O:18])[C:2]1[CH:3]=[CH:4][CH:5]=[CH:6][CH:7]=1, predict the reactants needed to synthesize it. The reactants are: [O:1]([C:8]1[CH:16]=[CH:15][C:14]([I:17])=[C:13]2[C:9]=1[CH:10](O)[N:11](C(C)(C1C=CC=CC=1)C)[C:12]2=[O:18])[C:2]1[CH:7]=[CH:6][CH:5]=[CH:4][CH:3]=1.FC(F)(F)C(O)=O.C([SiH](CC)CC)C.